From a dataset of Forward reaction prediction with 1.9M reactions from USPTO patents (1976-2016). Predict the product of the given reaction. (1) Given the reactants [C:1]([O:5][C:6]([NH:8][C@H:9]1[CH2:14][CH2:13][C@@H:12]([CH2:15][O:16][Si](C(C)(C)C)(C2C=CC=CC=2)C2C=CC=CC=2)[CH2:11][C@@H:10]1[NH:34][C:35]([C:37]1[S:38][C:39]2[CH2:40][N:41]([CH3:46])[CH2:42][CH2:43][C:44]=2[N:45]=1)=[O:36])=[O:7])([CH3:4])([CH3:3])[CH3:2].[F-].C([N+](CCCC)(CCCC)CCCC)CCC, predict the reaction product. The product is: [C:1]([O:5][C:6]([NH:8][C@H:9]1[CH2:14][CH2:13][C@@H:12]([CH2:15][OH:16])[CH2:11][C@@H:10]1[NH:34][C:35]([C:37]1[S:38][C:39]2[CH2:40][N:41]([CH3:46])[CH2:42][CH2:43][C:44]=2[N:45]=1)=[O:36])=[O:7])([CH3:4])([CH3:3])[CH3:2]. (2) Given the reactants ClC(OC(Cl)C)=O.[S:8]1[CH:12]=[CH:11][C:10]2[CH:13]=[C:14]([C:17]3([CH2:29][C:30]4[CH:35]=[CH:34][CH:33]=[CH:32][CH:31]=4)[CH2:21][CH2:20][N:19](CC4C=CC=CC=4)[CH2:18]3)[CH:15]=[CH:16][C:9]1=2, predict the reaction product. The product is: [S:8]1[CH:12]=[CH:11][C:10]2[CH:13]=[C:14]([C:17]3([CH2:29][C:30]4[CH:35]=[CH:34][CH:33]=[CH:32][CH:31]=4)[CH2:21][CH2:20][NH:19][CH2:18]3)[CH:15]=[CH:16][C:9]1=2. (3) Given the reactants [OH:1][C:2]1[N:6]([C:7]2[CH:12]=[CH:11][C:10]([S:13]([OH:16])(=[O:15])=[O:14])=[CH:9][CH:8]=2)[N:5]=[C:4]([CH3:17])[CH:3]=1.[CH3:18][O:19][C:20]1[CH:27]=[C:26]([O:28][CH3:29])[CH:25]=[CH:24][C:21]=1[CH:22]=O.C([O-])(=O)C.[NH4+], predict the reaction product. The product is: [NH4+:5].[CH3:18][O:19][C:20]1[CH:27]=[C:26]([O:28][CH3:29])[CH:25]=[CH:24][C:21]=1[CH:22]=[C:3]1[C:2](=[O:1])[N:6]([C:7]2[CH:8]=[CH:9][C:10]([S:13]([O-:16])(=[O:15])=[O:14])=[CH:11][CH:12]=2)[N:5]=[C:4]1[CH3:17].